From a dataset of Reaction yield outcomes from USPTO patents with 853,638 reactions. Predict the reaction yield, written as a fraction of the theoretical maximum amount of product (1.0 means a 100% yield; for example, 0.34 means a 34% yield). (1) The reactants are [CH2:1]([C:3]1[S:29][C:6]2[N:7]([CH2:13][C:14]3[CH:19]=[CH:18][C:17]([C:20]4[C:21]([C:27]#[N:28])=[CH:22][CH:23]=[C:24]([CH3:26])[CH:25]=4)=[CH:16][CH:15]=3)[C:8](=[O:12])[NH:9][C:10](=[O:11])[C:5]=2[CH:4]=1)[CH3:2].Br[CH2:31][C:32]([C:34]1[CH:39]=[CH:38][C:37]([O:40][CH3:41])=[CH:36][CH:35]=1)=[O:33].CN(C)C=O.[H-].[Na+]. The catalyst is C(OCC)(=O)C. The product is [CH2:1]([C:3]1[S:29][C:6]2[N:7]([CH2:13][C:14]3[CH:15]=[CH:16][C:17]([C:20]4[C:21]([C:27]#[N:28])=[CH:22][CH:23]=[C:24]([CH3:26])[CH:25]=4)=[CH:18][CH:19]=3)[C:8](=[O:12])[N:9]([CH2:31][C:32]([C:34]3[CH:39]=[CH:38][C:37]([O:40][CH3:41])=[CH:36][CH:35]=3)=[O:33])[C:10](=[O:11])[C:5]=2[CH:4]=1)[CH3:2]. The yield is 0.800. (2) The reactants are Cl[C:2]1[CH:3]=[CH:4][CH:5]=[C:6]2[C:10]=1[N:9]([CH2:11][CH2:12][CH3:13])[N:8]=[C:7]2[C:14]1[CH:19]=[CH:18][C:17]([O:20][CH3:21])=[CH:16][CH:15]=1.[F:22][C:23]1[CH:28]=[CH:27][C:26]([Mg]Br)=[CH:25][CH:24]=1.Cl. The catalyst is O1CCOCC1.C1C=CC(/C=C/C(/C=C/C2C=CC=CC=2)=O)=CC=1.C1C=CC(/C=C/C(/C=C/C2C=CC=CC=2)=O)=CC=1.C1C=CC(/C=C/C(/C=C/C2C=CC=CC=2)=O)=CC=1.[Pd].[Pd]. The product is [F:22][C:23]1[CH:28]=[CH:27][C:26]([C:2]2[CH:3]=[CH:4][CH:5]=[C:6]3[C:10]=2[N:9]([CH2:11][CH2:12][CH3:13])[N:8]=[C:7]3[C:14]2[CH:19]=[CH:18][C:17]([O:20][CH3:21])=[CH:16][CH:15]=2)=[CH:25][CH:24]=1. The yield is 0.470. (3) The reactants are [CH3:1][N:2](C)[CH2:3][CH2:4][N:5]1[CH2:10][CH2:9][S:8][C:7]2[CH:11]=[C:12]([N+:15]([O-:17])=[O:16])[CH:13]=[CH:14][C:6]1=2.ClC(OC(Cl)=O)C.C(Cl)Cl. The catalyst is C(Cl)CCl. The product is [CH3:1][NH:2][CH2:3][CH2:4][N:5]1[CH2:10][CH2:9][S:8][C:7]2[CH:11]=[C:12]([N+:15]([O-:17])=[O:16])[CH:13]=[CH:14][C:6]1=2. The yield is 0.627. (4) The reactants are [CH3:1][C:2]1[O:8][CH:7]=[CH:6][C:4](=[O:5])[C:3]=1[OH:9].[OH-].[Na+].[CH2:12](Br)[C:13]1[CH:18]=[CH:17][CH:16]=[CH:15][CH:14]=1. The catalyst is CO.O. The product is [CH3:1][C:2]1[O:8][CH:7]=[CH:6][C:4](=[O:5])[C:3]=1[O:9][CH2:12][C:13]1[CH:18]=[CH:17][CH:16]=[CH:15][CH:14]=1. The yield is 0.800. (5) The reactants are [CH3:1][C:2]1[O:6][N:5]=[C:4]([C:7]2[CH:12]=[CH:11][CH:10]=[CH:9][CH:8]=2)[C:3]=1[CH2:13][O:14][C:15]1[CH:24]=[CH:23][C:18]([C:19]([NH:21][NH2:22])=O)=[CH:17][N:16]=1.Cl.[C:26](N)(=[NH:28])[CH3:27]. The catalyst is CN(C=O)C.C(OC(=O)C)C. The product is [CH3:1][C:2]1[O:6][N:5]=[C:4]([C:7]2[CH:12]=[CH:11][CH:10]=[CH:9][CH:8]=2)[C:3]=1[CH2:13][O:14][C:15]1[CH:24]=[CH:23][C:18]([C:19]2[NH:28][C:26]([CH3:27])=[N:22][N:21]=2)=[CH:17][N:16]=1. The yield is 0.200. (6) The reactants are Cl.[NH2:2][C@@H:3]1[CH2:6][C@H:5]([C:7]([N:9]2[CH2:14][CH2:13][CH2:12][CH2:11][CH2:10]2)=[O:8])[C:4]1([CH3:16])[CH3:15].[C:17]([O:20][C@H:21]1[CH2:38][CH2:37][C@@:36]2([CH3:39])[C@@H:23]([CH2:24][CH2:25][C@:26]3([CH3:51])[C@@H:35]2[CH2:34][CH2:33][C@H:32]2[C@@:27]3([CH3:50])[CH2:28][CH2:29][C@@:30]3([C:47](Cl)=[O:48])[CH2:42][CH2:41][C@@H:40]([C:43]4([CH3:46])[CH2:45][CH2:44]4)[C@@H:31]32)[C:22]1([CH3:53])[CH3:52])(=[O:19])[CH3:18]. The catalyst is C(Cl)Cl. The product is [C:17]([O:20][C@H:21]1[CH2:38][CH2:37][C@@:36]2([CH3:39])[C@@H:23]([CH2:24][CH2:25][C@:26]3([CH3:51])[C@@H:35]2[CH2:34][CH2:33][C@H:32]2[C@@:27]3([CH3:50])[CH2:28][CH2:29][C@@:30]3([C:47](=[O:48])[NH:2][C@@H:3]4[CH2:6][C@H:5]([C:7]([N:9]5[CH2:14][CH2:13][CH2:12][CH2:11][CH2:10]5)=[O:8])[C:4]4([CH3:16])[CH3:15])[CH2:42][CH2:41][C@@H:40]([C:43]4([CH3:46])[CH2:44][CH2:45]4)[C@@H:31]32)[C:22]1([CH3:53])[CH3:52])(=[O:19])[CH3:18]. The yield is 0.728.